Predict which catalyst facilitates the given reaction. From a dataset of Catalyst prediction with 721,799 reactions and 888 catalyst types from USPTO. (1) Reactant: [N-:1]=[N+:2]=[N-:3].[Na+].[C:5]1([C:11]2[C:12]3[CH:25]=[CH:24][CH:23]=[CH:22][C:13]=3[S:14][C:15]=2[CH2:16]OS(C)(=O)=O)[CH:10]=[CH:9][CH:8]=[CH:7][CH:6]=1. Product: [N:1]([CH2:16][C:15]1[S:14][C:13]2[CH:22]=[CH:23][CH:24]=[CH:25][C:12]=2[C:11]=1[C:5]1[CH:10]=[CH:9][CH:8]=[CH:7][CH:6]=1)=[N+:2]=[N-:3]. The catalyst class is: 18. (2) Reactant: [OH:1][CH2:2][C:3]1[CH:8]=[CH:7][C:6]([OH:9])=[CH:5][CH:4]=1.[C:10](=[O:13])([O-])[O-].[K+].[K+].Br[CH2:17][CH2:18]C=C. Product: [C:10]([O:9][C:6]1[CH:7]=[CH:8][C:3]([CH2:2][OH:1])=[CH:4][CH:5]=1)(=[O:13])[CH:17]=[CH2:18]. The catalyst class is: 9. (3) Reactant: [CH3:1][C:2]1[C:6]2[CH:7]=[CH:8][CH:9]=[CH:10][C:5]=2[O:4][C:3]=1[C:11]([OH:13])=O.C(Cl)(=O)C(Cl)=O.[CH3:20][NH2:21].O. Product: [CH3:20][NH:21][C:11]([C:3]1[O:4][C:5]2[CH:10]=[CH:9][CH:8]=[CH:7][C:6]=2[C:2]=1[CH3:1])=[O:13]. The catalyst class is: 59. (4) Reactant: [NH2:1][C:2]1[C:11]([C:12]([NH:14][C:15]2[CH:16]=[N:17][CH:18]=[CH:19][C:20]=2[N:21]2[CH2:30][CH2:29][C:24]3(OCC[O:25]3)[CH2:23][CH2:22]2)=[O:13])=[C:5]2[N:6]=[CH:7][C:8]([Cl:10])=[CH:9][N:4]2[N:3]=1.Cl.[OH-].[Na+]. Product: [NH2:1][C:2]1[C:11]([C:12]([NH:14][C:15]2[CH:16]=[N:17][CH:18]=[CH:19][C:20]=2[N:21]2[CH2:22][CH2:23][C:24](=[O:25])[CH2:29][CH2:30]2)=[O:13])=[C:5]2[N:6]=[CH:7][C:8]([Cl:10])=[CH:9][N:4]2[N:3]=1. The catalyst class is: 30. (5) Reactant: Cl[C:2]1[CH:3]=[C:4]([NH:11][C:12]2[CH:17]=[CH:16][CH:15]=[C:14]([N:18]3[CH2:22][CH2:21][CH2:20][CH:19]3[CH3:23])[N:13]=2)[C:5]2[N:6]([CH:8]=[CH:9][N:10]=2)[N:7]=1.CC1(C)C(C)(C)OB([C:32]2[CH:40]=[C:39]3[C:35]([CH:36]=[N:37][NH:38]3)=[CH:34][CH:33]=2)O1.CC(C1C=C(C(C)C)C(C2C=CC=CC=2P(C2CCCCC2)C2CCCCC2)=C(C(C)C)C=1)C.C([O-])([O-])=O.[Na+].[Na+]. Product: [NH:38]1[C:39]2[C:35](=[CH:34][CH:33]=[C:32]([C:2]3[CH:3]=[C:4]([NH:11][C:12]4[CH:17]=[CH:16][CH:15]=[C:14]([N:18]5[CH2:22][CH2:21][CH2:20][CH:19]5[CH3:23])[N:13]=4)[C:5]4[N:6]([CH:8]=[CH:9][N:10]=4)[N:7]=3)[CH:40]=2)[CH:36]=[N:37]1. The catalyst class is: 333. (6) Reactant: Cl.Cl.Cl.[NH2:4][CH2:5][CH2:6][NH:7][C:8]1[C:34]([Cl:35])=[CH:33][C:11]([C:12]([NH:14][C:15]2[S:16][C:17]([CH2:26][N:27]([CH2:29][CH2:30][CH2:31][CH3:32])[CH3:28])=[C:18]([C:20]3[S:21][CH:22]=[C:23]([Cl:25])[CH:24]=3)[N:19]=2)=[O:13])=[CH:10][N:9]=1.C(N(CC)CC)C.[CH3:43][S:44](Cl)(=[O:46])=[O:45].O. Product: [CH2:29]([N:27]([CH2:26][C:17]1[S:16][C:15]([NH:14][C:12](=[O:13])[C:11]2[CH:33]=[C:34]([Cl:35])[C:8]([NH:7][CH2:6][CH2:5][NH:4][S:44]([CH3:43])(=[O:46])=[O:45])=[N:9][CH:10]=2)=[N:19][C:18]=1[C:20]1[S:21][CH:22]=[C:23]([Cl:25])[CH:24]=1)[CH3:28])[CH2:30][CH2:31][CH3:32]. The catalyst class is: 1. (7) Reactant: [Cl:1][C:2]1[CH:7]=[CH:6][C:5]([NH:8][C:9]([CH:11]2[CH2:16][N:15]([C:17](=[O:29])[C:18]3[CH:23]=[CH:22][CH:21]=[C:20]([C:24]4[O:25][CH:26]=[CH:27][CH:28]=4)[CH:19]=3)[CH2:14][CH2:13][NH:12]2)=[O:10])=[CH:4][CH:3]=1.C=O.[C:32]([BH3-])#N.[Na+]. Product: [Cl:1][C:2]1[CH:7]=[CH:6][C:5]([NH:8][C:9]([CH:11]2[CH2:16][N:15]([C:17](=[O:29])[C:18]3[CH:23]=[CH:22][CH:21]=[C:20]([C:24]4[O:25][CH:26]=[CH:27][CH:28]=4)[CH:19]=3)[CH2:14][CH2:13][N:12]2[CH3:32])=[O:10])=[CH:4][CH:3]=1. The catalyst class is: 5. (8) The catalyst class is: 6. Reactant: N(CCO)CCO.CCOCC.[CH2:13]([CH:15]([C:19]([CH3:21])=[O:20])[C:16]([OH:18])=[O:17])C.[N+]([O-])([O-])=O.[Ag+:26]. Product: [CH3:13][CH:15]([C:19]([CH3:21])=[O:20])[C:16]([O-:18])=[O:17].[Ag+:26]. (9) Reactant: C(OC([NH:8][CH2:9][CH2:10][C:11]1[CH:12]=[C:13]([NH:17][C:18]([O:20][CH2:21][CH3:22])=[O:19])[CH:14]=[CH:15][CH:16]=1)=O)(C)(C)C.[ClH:23]. Product: [ClH:23].[CH2:21]([O:20][C:18]([NH:17][C:13]1[CH:12]=[C:11]([CH:16]=[CH:15][CH:14]=1)[CH2:10][CH2:9][NH2:8])=[O:19])[CH3:22]. The catalyst class is: 8. (10) Reactant: C(O[CH:4](OCC)[CH2:5][N:6]1[C:14](=[O:15])[C:13]2[C:8](=[CH:9][CH:10]=[CH:11][CH:12]=2)[C:7]1=[O:16])C.[NH2:20][C:21]1[CH:28]=[C:27]([Br:29])[CH:26]=[CH:25][C:22]=1[CH:23]=O.O.C1(C)C=CC(S(O)(=O)=O)=CC=1. Product: [Br:29][C:27]1[CH:28]=[C:21]2[C:22]([CH:23]=[C:5]([N:6]3[C:7](=[O:16])[C:8]4[C:13](=[CH:12][CH:11]=[CH:10][CH:9]=4)[C:14]3=[O:15])[CH:4]=[N:20]2)=[CH:25][CH:26]=1. The catalyst class is: 11.